Dataset: Forward reaction prediction with 1.9M reactions from USPTO patents (1976-2016). Task: Predict the product of the given reaction. (1) The product is: [F:12][C:11]([F:14])([F:13])[C:7]1[N:6]=[C:25]([C:24]([OH:28])([CH3:27])[CH3:26])[CH:10]=[CH:9][CH:8]=1. Given the reactants COC(C1[CH:10]=[CH:9][CH:8]=[C:7]([C:11]([F:14])([F:13])[F:12])[N:6]=1)=O.C1COCC1.C[Mg]Cl.Cl.[C:24]([O:28]C)([CH3:27])([CH3:26])[CH3:25], predict the reaction product. (2) Given the reactants C1(P(C2CCCCC2)C2C=CC=CC=2C2C=CC=CC=2)CCCCC1.CN(C)C(=O)C.Br[C:33]1[C:34]([NH:40][C:41]2[CH:48]=[CH:47][C:44]([CH:45]=[O:46])=[CH:43][CH:42]=2)=[N:35][CH:36]=[C:37]([CH3:39])[CH:38]=1.C1CCN2C(=NCCC2)CC1, predict the reaction product. The product is: [CH3:39][C:37]1[CH:36]=[N:35][C:34]2[NH:40][C:41]3[C:48]([C:33]=2[CH:38]=1)=[CH:47][C:44]([CH:45]=[O:46])=[CH:43][CH:42]=3.